Regression. Given two drug SMILES strings and cell line genomic features, predict the synergy score measuring deviation from expected non-interaction effect. From a dataset of NCI-60 drug combinations with 297,098 pairs across 59 cell lines. Drug 1: CNC(=O)C1=CC=CC=C1SC2=CC3=C(C=C2)C(=NN3)C=CC4=CC=CC=N4. Drug 2: CCC(=C(C1=CC=CC=C1)C2=CC=C(C=C2)OCCN(C)C)C3=CC=CC=C3.C(C(=O)O)C(CC(=O)O)(C(=O)O)O. Cell line: SNB-19. Synergy scores: CSS=3.86, Synergy_ZIP=0.386, Synergy_Bliss=1.44, Synergy_Loewe=-0.161, Synergy_HSA=0.950.